From a dataset of Full USPTO retrosynthesis dataset with 1.9M reactions from patents (1976-2016). Predict the reactants needed to synthesize the given product. (1) Given the product [CH3:1][N:2]1[CH2:6][C:5]([C:7]2[C:15]3[C:10](=[N:11][CH:12]=[C:13]([CH2:16][CH:17]4[CH2:22][CH2:21][C:20](=[O:23])[CH2:19][CH2:18]4)[CH:14]=3)[NH:9][CH:8]=2)=[CH:4][NH:3]1, predict the reactants needed to synthesize it. The reactants are: [CH3:1][N:2]1[CH2:6][C:5]([C:7]2[C:15]3[C:10](=[N:11][CH:12]=[C:13]([CH2:16][CH:17]4[CH2:22][CH2:21][C:20](=[O:23])[CH2:19][CH2:18]4)[CH:14]=3)[N:9](COCC[Si](C)(C)C)[CH:8]=2)=[CH:4][NH:3]1.Cl. (2) Given the product [Cl:1][C:2]1[CH:14]=[CH:13][CH:12]=[C:11]([Cl:15])[C:3]=1[CH2:4][N:5]1[CH2:9][CH2:8][CH:7]([C:26]2([OH:32])[CH2:31][CH2:30][CH2:29][CH2:28][CH2:27]2)[C:6]1=[O:10], predict the reactants needed to synthesize it. The reactants are: [Cl:1][C:2]1[CH:14]=[CH:13][CH:12]=[C:11]([Cl:15])[C:3]=1[CH2:4][N:5]1[CH2:9][CH2:8][CH2:7][C:6]1=[O:10].C[Si]([N-][Si](C)(C)C)(C)C.[Li+].[C:26]1(=[O:32])[CH2:31][CH2:30][CH2:29][CH2:28][CH2:27]1.[Cl-].[NH4+]. (3) The reactants are: CO[C:3](=[O:24])[C:4]1[CH:9]=[CH:8][C:7]([O:10][CH2:11][C:12]2[C:13]([C:17]3[CH:22]=[CH:21][C:20]([F:23])=[CH:19][CH:18]=3)=[N:14][O:15][CH:16]=2)=[N:6][CH:5]=1.[NH2:25][CH2:26][CH:27]([OH:32])[C:28]([F:31])([F:30])[F:29]. Given the product [F:23][C:20]1[CH:19]=[CH:18][C:17]([C:13]2[C:12]([CH2:11][O:10][C:7]3[CH:8]=[CH:9][C:4]([C:3]([NH:25][CH2:26][CH:27]([OH:32])[C:28]([F:31])([F:30])[F:29])=[O:24])=[CH:5][N:6]=3)=[CH:16][O:15][N:14]=2)=[CH:22][CH:21]=1, predict the reactants needed to synthesize it. (4) Given the product [C:2]1([C:1]#[N:5])([C:3]#[N:4])[CH2:8][CH2:7][CH2:6][CH2:16]1, predict the reactants needed to synthesize it. The reactants are: [C:1](#[N:5])[CH2:2][C:3]#[N:4].[CH2:6]1[CH2:16]CN2C(=NCCC2)[CH2:8][CH2:7]1.BrCCCCBr. (5) Given the product [CH3:26][O:25][C:22]1[CH:23]=[CH:24][C:19]([C:17]2[N:12]=[C:10]([NH:9][C:4]3[CH:5]=[CH:6][CH:7]=[CH:8][C:3]=3[C:2]([F:13])([F:1])[F:14])[S:11][CH:16]=2)=[CH:20][CH:21]=1, predict the reactants needed to synthesize it. The reactants are: [F:1][C:2]([F:14])([F:13])[C:3]1[CH:8]=[CH:7][CH:6]=[CH:5][C:4]=1[NH:9][C:10]([NH2:12])=[S:11].Br[CH2:16][C:17]([C:19]1[CH:24]=[CH:23][C:22]([O:25][CH3:26])=[CH:21][CH:20]=1)=O. (6) Given the product [C:1]([C:4]1[CH:9]=[CH:8][C:7]([S:10]([N:22]([O:21][CH3:20])[CH3:23])(=[O:12])=[O:11])=[CH:6][CH:5]=1)(=[O:3])[CH3:2], predict the reactants needed to synthesize it. The reactants are: [C:1]([C:4]1[CH:9]=[CH:8][C:7]([S:10](Cl)(=[O:12])=[O:11])=[CH:6][CH:5]=1)(=[O:3])[CH3:2].N1C=CC=CC=1.[CH3:20][O:21][NH:22][CH3:23].